Dataset: Forward reaction prediction with 1.9M reactions from USPTO patents (1976-2016). Task: Predict the product of the given reaction. (1) Given the reactants [Cl:1][C:2]1[CH:10]=[C:9]2[C:5](/[C:6](=[CH:12]/[C:13]3[CH:17]=[CH:16][S:15][CH:14]=3)/[C:7](=[O:11])[NH:8]2)=[CH:4][CH:3]=1.[C:18]([O:22][C:23](O[C:23]([O:22][C:18]([CH3:21])([CH3:20])[CH3:19])=[O:24])=[O:24])([CH3:21])([CH3:20])[CH3:19], predict the reaction product. The product is: [C:18]([O:22][C:23]([N:8]1[C:9]2[C:5](=[CH:4][CH:3]=[C:2]([Cl:1])[CH:10]=2)/[C:6](=[CH:12]/[C:13]2[CH:17]=[CH:16][S:15][CH:14]=2)/[C:7]1=[O:11])=[O:24])([CH3:21])([CH3:20])[CH3:19]. (2) Given the reactants [CH2:1]([O:8][C:9]1[CH:14]=[CH:13][C:12]([C:15]2[CH:20]=[CH:19][C:18]([N:21]([CH3:23])[CH3:22])=[CH:17][CH:16]=2)=[CH:11][C:10]=1[CH:24]=O)[C:2]1[CH:7]=[CH:6][CH:5]=[CH:4][CH:3]=1.[S:26]=[C:27]1[NH:31][C:30](=[O:32])[CH2:29][S:28]1, predict the reaction product. The product is: [CH2:1]([O:8][C:9]1[CH:14]=[CH:13][C:12]([C:15]2[CH:16]=[CH:17][C:18]([N:21]([CH3:22])[CH3:23])=[CH:19][CH:20]=2)=[CH:11][C:10]=1[CH:24]=[C:29]1[S:28][C:27](=[S:26])[NH:31][C:30]1=[O:32])[C:2]1[CH:7]=[CH:6][CH:5]=[CH:4][CH:3]=1.